From a dataset of Catalyst prediction with 721,799 reactions and 888 catalyst types from USPTO. Predict which catalyst facilitates the given reaction. Reactant: [NH:1]1[CH:5]=[C:4]([C:6]2[C:7]3[CH:14]=[CH:13][N:12]([CH2:15][O:16][CH2:17][CH2:18][Si:19]([CH3:22])([CH3:21])[CH3:20])[C:8]=3[N:9]=[CH:10][N:11]=2)[CH:3]=[N:2]1.C(#N)C.C1CCN2C(=NCCC2)CC1.[C:37]([O:46][CH3:47])(=[O:45])/[CH:38]=[CH:39]/[CH2:40][C:41]([O:43][CH3:44])=[O:42]. Product: [CH3:20][Si:19]([CH3:22])([CH3:21])[CH2:18][CH2:17][O:16][CH2:15][N:12]1[C:8]2[N:9]=[CH:10][N:11]=[C:6]([C:4]3[CH:5]=[N:1][N:2]([CH:39]([CH2:40][C:41]([O:43][CH3:44])=[O:42])[CH2:38][C:37]([O:46][CH3:47])=[O:45])[CH:3]=3)[C:7]=2[CH:14]=[CH:13]1. The catalyst class is: 13.